Predict which catalyst facilitates the given reaction. From a dataset of Catalyst prediction with 721,799 reactions and 888 catalyst types from USPTO. (1) Reactant: C(N(CC)CC)C.CN(C1C=CC=CN=1)C.CN(C)[C:19](Cl)=[S:20].[CH:23](/[C:29]1[C:38]2[O:37][CH2:36][CH2:35][C:34](=[O:39])[C:33]=2[CH:32]=[CH:31]C=1O)=[CH:24]\[CH:25]=[CH:26]\[CH:27]=[CH2:28]. Product: [CH:23](/[C:29]1[C:38]2[O:37][CH2:36][CH2:35][C:34](=[O:39])[C:33]=2[CH:32]=[CH:31][C:19]=1[SH:20])=[CH:24]\[CH:25]=[CH:26]\[CH:27]=[CH2:28]. The catalyst class is: 12. (2) Reactant: C(OC(=O)[NH:7][C:8]1([C:12]2[CH:17]=[CH:16][C:15]([C:18]3[C:19]([C:28]4[CH:33]=[CH:32][CH:31]=[CH:30][CH:29]=4)=[CH:20][C:21]4[N:22]([C:24]([CH3:27])=[CH:25][N:26]=4)[N:23]=3)=[CH:14][CH:13]=2)[CH2:11][CH2:10][CH2:9]1)(C)(C)C.Cl. Product: [CH3:27][C:24]1[N:22]2[N:23]=[C:18]([C:15]3[CH:14]=[CH:13][C:12]([C:8]4([NH2:7])[CH2:11][CH2:10][CH2:9]4)=[CH:17][CH:16]=3)[C:19]([C:28]3[CH:29]=[CH:30][CH:31]=[CH:32][CH:33]=3)=[CH:20][C:21]2=[N:26][CH:25]=1. The catalyst class is: 12. (3) Reactant: C[O:2][C:3](=[O:30])[C:4]1[CH:29]=[CH:28][CH:27]=[C:6]([C:7]([NH:9][C@H:10]2[CH2:15][CH2:14][C@@H:13]([NH:16][C:17]3[CH:26]=[CH:25][C:24]4[C:19](=[CH:20][CH:21]=[CH:22][CH:23]=4)[N:18]=3)[CH2:12][CH2:11]2)=[O:8])[CH:5]=1.[OH-].[Na+].Cl. Product: [N:18]1[C:19]2[C:24](=[CH:23][CH:22]=[CH:21][CH:20]=2)[CH:25]=[CH:26][C:17]=1[NH:16][C@@H:13]1[CH2:14][CH2:15][C@H:10]([NH:9][C:7](=[O:8])[C:6]2[CH:5]=[C:4]([CH:29]=[CH:28][CH:27]=2)[C:3]([OH:30])=[O:2])[CH2:11][CH2:12]1. The catalyst class is: 863. (4) Reactant: C(OC([NH:11][C@H:12]([C:23]([NH2:25])=[O:24])[CH2:13][C:14]1[C:22]2[C:17](=[CH:18][CH:19]=[CH:20][CH:21]=2)[NH:16][CH:15]=1)=O)C1C=CC=CC=1.[H][H]. Product: [NH2:11][C@H:12]([C:23]([NH2:25])=[O:24])[CH2:13][C:14]1[C:22]2[C:17](=[CH:18][CH:19]=[CH:20][CH:21]=2)[NH:16][CH:15]=1. The catalyst class is: 43. (5) Reactant: CCN(C(C)C)C(C)C.[C:10]1([C:16]2[CH:17]=[CH:18][C:19]([NH:22][C:23](=[O:28])[CH2:24][C:25]([OH:27])=O)=[N:20][CH:21]=2)[CH:15]=[CH:14][CH:13]=[CH:12][CH:11]=1.CCN=C=NCCCN(C)C.C1C=CC2N(O)N=NC=2C=1.Cl.[N:51]1([C:57]([C:59]2[CH:64]=[C:63]([F:65])[C:62]([F:66])=[C:61]([F:67])[CH:60]=2)=[O:58])[CH2:56][CH2:55][NH:54][CH2:53][CH2:52]1. Product: [O:27]=[C:25]([N:54]1[CH2:55][CH2:56][N:51]([C:57](=[O:58])[C:59]2[CH:64]=[C:63]([F:65])[C:62]([F:66])=[C:61]([F:67])[CH:60]=2)[CH2:52][CH2:53]1)[CH2:24][C:23]([NH:22][C:19]1[CH:18]=[CH:17][C:16]([C:10]2[CH:11]=[CH:12][CH:13]=[CH:14][CH:15]=2)=[CH:21][N:20]=1)=[O:28]. The catalyst class is: 18. (6) Reactant: P(OCC)(OCC)(OCC)=O.O=P12OP3(OP(OP(O3)(O1)=O)(=O)O2)=O.[CH:26]([C:28]1[CH:35]=[CH:34][C:31]([C:32]#[N:33])=[CH:30][C:29]=1[S:36]([CH:39]([CH3:41])[CH3:40])(=[O:38])=[O:37])=O.[F:42][C:43]([F:55])([F:54])[C:44]1[CH:45]=[C:46]([NH:50][C:51]([NH2:53])=[O:52])[CH:47]=[CH:48][CH:49]=1.[C:56]([O:62][CH2:63][CH:64]=[CH2:65])(=[O:61])[CH2:57][C:58]([CH3:60])=O. Product: [C:32]([C:31]1[CH:34]=[CH:35][C:28]([CH:26]2[C:57]([C:56]([O:62][CH2:63][CH:64]=[CH2:65])=[O:61])=[C:58]([CH3:60])[N:50]([C:46]3[CH:47]=[CH:48][CH:49]=[C:44]([C:43]([F:54])([F:55])[F:42])[CH:45]=3)[C:51](=[O:52])[NH:53]2)=[C:29]([S:36]([CH:39]([CH3:41])[CH3:40])(=[O:38])=[O:37])[CH:30]=1)#[N:33]. The catalyst class is: 237.